Dataset: Forward reaction prediction with 1.9M reactions from USPTO patents (1976-2016). Task: Predict the product of the given reaction. (1) Given the reactants [Cl:1][C:2]1[C:3]([C:23]2[N:27]3[CH:28]=[CH:29][CH:30]=[CH:31][C:26]3=[N:25][CH:24]=2)=[N:4][C:5]([NH:8][C:9]2[CH:14]=[CH:13][C:12]([N:15]3[CH2:20][CH2:19][NH:18][CH2:17][CH2:16]3)=[CH:11][C:10]=2[O:21][CH3:22])=[N:6][CH:7]=1.[N+]([O-])([O-])=O.[Ce+4].[NH4+].[N+]([O-])([O-])=O.[N+]([O-])([O-])=O.[N+]([O-])([O-])=O.[N+]([O-])([O-])=O.[CH3:54][S:55]([CH:58]=[CH2:59])(=[O:57])=[O:56].C1COCC1, predict the reaction product. The product is: [Cl:1][C:2]1[C:3]([C:23]2[N:27]3[CH:28]=[CH:29][CH:30]=[CH:31][C:26]3=[N:25][CH:24]=2)=[N:4][C:5]([NH:8][C:9]2[CH:14]=[CH:13][C:12]([N:15]3[CH2:16][CH2:17][N:18]([CH2:59][CH2:58][S:55]([CH3:54])(=[O:57])=[O:56])[CH2:19][CH2:20]3)=[CH:11][C:10]=2[O:21][CH3:22])=[N:6][CH:7]=1. (2) Given the reactants [Br:1][C:2]1[CH:24]=[CH:23][C:5]([O:6][CH:7]([C:14]2[CH:22]=[CH:21][C:17]([C:18]([OH:20])=O)=[CH:16][CH:15]=2)[CH2:8][CH2:9][CH2:10][CH2:11][CH2:12][CH3:13])=[CH:4][CH:3]=1.C(N(CC)CC)C.[CH3:32][O:33][C:34](=[O:38])[CH2:35][CH2:36][NH2:37].CCN=C=NCCCN(C)C, predict the reaction product. The product is: [CH3:32][O:33][C:34](=[O:38])[CH2:35][CH2:36][NH:37][C:18](=[O:20])[C:17]1[CH:16]=[CH:15][C:14]([CH:7]([O:6][C:5]2[CH:4]=[CH:3][C:2]([Br:1])=[CH:24][CH:23]=2)[CH2:8][CH2:9][CH2:10][CH2:11][CH2:12][CH3:13])=[CH:22][CH:21]=1.